From a dataset of Reaction yield outcomes from USPTO patents with 853,638 reactions. Predict the reaction yield, written as a fraction of the theoretical maximum amount of product (1.0 means a 100% yield; for example, 0.34 means a 34% yield). (1) The product is [OH:21][C:8]([C:13]1[CH:12]=[CH:11][CH:10]=[CH:15][C:14]=1[OH:17])([CH3:9])[CH3:6]. The catalyst is ClCCl. The yield is 0.450. The reactants are C[Mg]Cl.OC[C:6]([C:8]1[CH:13]=[CH:12][CH:11]=[CH:10][CH:9]=1)=O.[C:14]([OH:17])(=O)[CH3:15].C1C[O:21]CC1. (2) The reactants are [CH3:1][O:2][C:3]([NH:5][C@H:6]([C:10]([N:12]1[C@@H:16]([CH3:17])[CH2:15][CH2:14][C@H:13]1[C:18]1[NH:22][C:21]2[C:23]3[C:28]([CH:29]=[CH:30][C:20]=2[N:19]=1)=[CH:27][C:26]1[C:31]2[C:36]([CH2:37][O:38][C:25]=1[CH:24]=3)=[CH:35][C:34]([C:39]1[NH:43][C:42]([C@@H:44]3[CH2:48][C@H:47]([CH3:49])[CH2:46][N:45]3C(OC(C)(C)C)=O)=[N:41][CH:40]=1)=[CH:33][CH:32]=2)=[O:11])[CH:7]([CH3:9])[CH3:8])=[O:4].CO[C@H:59]([CH3:69])[C@H:60]([NH:64][C:65]([O:67][CH3:68])=[O:66])[C:61]([OH:63])=O.[CH3:70]N(C(ON1N=NC2C=CC=NC1=2)=[N+](C)C)C.F[P-](F)(F)(F)(F)F.CN1CCOCC1. The catalyst is Cl.CCO.CN(C=O)C. The product is [CH3:68][O:67][C:65]([NH:64][C@@H:60]([CH:59]([CH3:69])[CH3:70])[C:61]([N:45]1[CH2:46][C@@H:47]([CH3:49])[CH2:48][C@H:44]1[C:42]1[NH:43][C:39]([C:34]2[CH:35]=[C:36]3[CH2:37][O:38][C:25]4[CH:24]=[C:23]5[C:28]([CH:29]=[CH:30][C:20]6[N:19]=[C:18]([C@@H:13]7[CH2:14][CH2:15][C@H:16]([CH3:17])[N:12]7[C:10](=[O:11])[C@@H:6]([NH:5][C:3](=[O:4])[O:2][CH3:1])[CH:7]([CH3:9])[CH3:8])[NH:22][C:21]=65)=[CH:27][C:26]=4[C:31]3=[CH:32][CH:33]=2)=[CH:40][N:41]=1)=[O:63])=[O:66]. The yield is 0.350. (3) The reactants are [F:1][C:2]1[CH:11]=[C:10]([F:12])[CH:9]=[C:8]2[C:3]=1[CH:4]=[CH:5][C:6](=[O:16])[N:7]2[CH2:13][CH:14]=O.[NH:17]1[CH2:22][CH2:21][CH:20]([NH:23][C:24](=[O:30])[O:25][C:26]([CH3:29])([CH3:28])[CH3:27])[CH2:19][CH2:18]1.[BH-](OC(C)=O)(OC(C)=O)OC(C)=O.[Na+]. The catalyst is C(Cl)(Cl)Cl.CO. The product is [F:1][C:2]1[CH:11]=[C:10]([F:12])[CH:9]=[C:8]2[C:3]=1[CH:4]=[CH:5][C:6](=[O:16])[N:7]2[CH2:13][CH2:14][N:17]1[CH2:18][CH2:19][CH:20]([NH:23][C:24](=[O:30])[O:25][C:26]([CH3:28])([CH3:27])[CH3:29])[CH2:21][CH2:22]1. The yield is 0.520. (4) The reactants are Br[C:2]1[CH:7]=[CH:6][C:5]([F:8])=[CH:4][C:3]=1[CH3:9].C([Li])CCC.CN([CH:18]=[O:19])C.Cl. The catalyst is C1COCC1.CCOCC. The product is [F:8][C:5]1[CH:6]=[CH:7][C:2]([CH:18]=[O:19])=[C:3]([CH3:9])[CH:4]=1. The yield is 0.710. (5) The reactants are N(C(OC(C)(C)C)=O)=NC(OC(C)(C)C)=O.C(P(CCCC)CCCC)CCC.[Cl:30][C:31]1[CH:32]=[C:33]2[C:38](=[CH:39][CH:40]=1)[N:37]([C@@H:41]([CH2:51][CH2:52]O)[C:42]([NH:44][C:45]1[CH:50]=[CH:49][CH:48]=[CH:47][CH:46]=1)=[O:43])[CH2:36][CH2:35][CH2:34]2. The catalyst is C1COCC1. The product is [Cl:30][C:31]1[CH:32]=[C:33]2[C:38](=[CH:39][CH:40]=1)[N:37]([C@H:41]1[CH2:51][CH2:52][N:44]([C:45]3[CH:50]=[CH:49][CH:48]=[CH:47][CH:46]=3)[C:42]1=[O:43])[CH2:36][CH2:35][CH2:34]2. The yield is 1.00. (6) The reactants are [Cl:1][C:2]1[CH:15]=[CH:14][C:5]([CH2:6][N:7]2[CH2:12][CH2:11][CH:10]([NH2:13])[CH2:9][CH2:8]2)=[CH:4][CH:3]=1.[Cl:16][C:17]1[C:18]([O:34][CH3:35])=[CH:19][C:20]([O:28][CH2:29][C@:30]2(C)[CH2:32][O:31]2)=[C:21]([NH:23][C:24](=[O:27])[CH2:25][CH3:26])[CH:22]=1.Cl([O-])(=O)(=O)=O.[Li+]. The catalyst is C(#N)C. The product is [Cl:16][C:17]1[C:18]([O:34][CH3:35])=[CH:19][C:20]([O:28][CH2:29][C@@H:30]([OH:31])[CH2:32][NH:13][CH:10]2[CH2:9][CH2:8][N:7]([CH2:6][C:5]3[CH:4]=[CH:3][C:2]([Cl:1])=[CH:15][CH:14]=3)[CH2:12][CH2:11]2)=[C:21]([NH:23][C:24](=[O:27])[CH2:25][CH3:26])[CH:22]=1. The yield is 0.860. (7) The reactants are Cl.NO.C([N:6](CC)CC)C.[C:11]1([C:17]([C:34]2[CH:39]=[CH:38][CH:37]=[CH:36][CH:35]=2)([C:28]2[CH:33]=[CH:32][CH:31]=[CH:30][CH:29]=2)[N:18]2[CH:22]=[C:21]([CH:23]3[CH2:25][CH:24]3[CH:26]=O)[N:20]=[CH:19]2)[CH:16]=[CH:15][CH:14]=[CH:13][CH:12]=1.C1(=O)OC(=O)C2=CC=CC=C12. The catalyst is C(#N)C. The product is [C:11]1([C:17]([C:34]2[CH:39]=[CH:38][CH:37]=[CH:36][CH:35]=2)([C:28]2[CH:33]=[CH:32][CH:31]=[CH:30][CH:29]=2)[N:18]2[CH:22]=[C:21]([C@@H:23]3[CH2:25][C@H:24]3[C:26]#[N:6])[N:20]=[CH:19]2)[CH:16]=[CH:15][CH:14]=[CH:13][CH:12]=1. The yield is 0.640. (8) The reactants are [CH2:1]([O:5][CH2:6][C:7]1[CH:8]=[CH:9][C:10]([N:13]2[CH:17]=[CH:16][C:15]([CH:18]([C:20]3[CH:29]=[CH:28][C:23]4[NH:24][C:25](=[O:27])[S:26][C:22]=4[CH:21]=3)[CH3:19])=[N:14]2)=[N:11][CH:12]=1)[C:2]([CH3:4])=[O:3].[BH4-].[Li+]. The catalyst is O1CCCC1. The product is [OH:3][CH:2]([CH3:4])[CH2:1][O:5][CH2:6][C:7]1[CH:8]=[CH:9][C:10]([N:13]2[CH:17]=[CH:16][C:15]([CH:18]([C:20]3[CH:29]=[CH:28][C:23]4[NH:24][C:25](=[O:27])[S:26][C:22]=4[CH:21]=3)[CH3:19])=[N:14]2)=[N:11][CH:12]=1. The yield is 0.870. (9) The reactants are C(OC([N:8]1[CH2:12][C:11]([C:13]2[S:14][C:15]([CH3:37])=[C:16]([CH:26]([O:32][C:33]([CH3:36])([CH3:35])[CH3:34])[C:27]([O:29][CH2:30][CH3:31])=[O:28])[C:17]=2[C:18]2[CH2:23][CH2:22][C:21]([CH3:25])([CH3:24])[CH2:20][CH:19]=2)=[CH:10][C:9]1=[O:38])=O)(C)(C)C.Cl. The catalyst is C(OCC)(=O)C. The product is [C:33]([O:32][CH:26]([C:16]1[C:17]([C:18]2[CH2:23][CH2:22][C:21]([CH3:25])([CH3:24])[CH2:20][CH:19]=2)=[C:13]([C:11]2[CH2:12][NH:8][C:9](=[O:38])[CH:10]=2)[S:14][C:15]=1[CH3:37])[C:27]([O:29][CH2:30][CH3:31])=[O:28])([CH3:34])([CH3:35])[CH3:36]. The yield is 0.530.